From a dataset of NCI-60 drug combinations with 297,098 pairs across 59 cell lines. Regression. Given two drug SMILES strings and cell line genomic features, predict the synergy score measuring deviation from expected non-interaction effect. (1) Drug 1: CC12CCC3C(C1CCC2O)C(CC4=C3C=CC(=C4)O)CCCCCCCCCS(=O)CCCC(C(F)(F)F)(F)F. Drug 2: C1CN(CCN1C(=O)CCBr)C(=O)CCBr. Cell line: OVCAR-4. Synergy scores: CSS=4.29, Synergy_ZIP=-3.01, Synergy_Bliss=-1.99, Synergy_Loewe=-4.44, Synergy_HSA=-2.67. (2) Cell line: COLO 205. Drug 1: CC1=C(C=C(C=C1)NC2=NC=CC(=N2)N(C)C3=CC4=NN(C(=C4C=C3)C)C)S(=O)(=O)N.Cl. Synergy scores: CSS=5.16, Synergy_ZIP=16.0, Synergy_Bliss=13.2, Synergy_Loewe=5.18, Synergy_HSA=5.44. Drug 2: CC12CCC3C(C1CCC2OP(=O)(O)O)CCC4=C3C=CC(=C4)OC(=O)N(CCCl)CCCl.[Na+]. (3) Drug 1: CC12CCC3C(C1CCC2=O)CC(=C)C4=CC(=O)C=CC34C. Drug 2: CC1CCCC2(C(O2)CC(NC(=O)CC(C(C(=O)C(C1O)C)(C)C)O)C(=CC3=CSC(=N3)C)C)C. Cell line: HCT-15. Synergy scores: CSS=50.7, Synergy_ZIP=1.33, Synergy_Bliss=0.196, Synergy_Loewe=-0.496, Synergy_HSA=-0.854. (4) Drug 1: CC1=CC2C(CCC3(C2CCC3(C(=O)C)OC(=O)C)C)C4(C1=CC(=O)CC4)C. Drug 2: C1=CC(=CC=C1CCCC(=O)O)N(CCCl)CCCl. Cell line: HT29. Synergy scores: CSS=25.0, Synergy_ZIP=5.78, Synergy_Bliss=-0.346, Synergy_Loewe=-11.2, Synergy_HSA=-1.32.